From a dataset of Human Reference Interactome with 51,813 positive PPI pairs across 8,248 proteins, plus equal number of experimentally-validated negative pairs. Binary Classification. Given two protein amino acid sequences, predict whether they physically interact or not. (1) Protein 2 (ENSG00000178750) has sequence MKDRLQELKQRTKEIELSRDSHVSTTETEEQGVFLQQAVIYEREPVAERHLHEIQKLQESINNLADNVQKFGQQQKSLVASMRRFSLLKRESTITKEIKIQAEYINRSLNDLVKEVKKSEVENGPSSVVTRILKSQHAAMFRHFQQIMFIYNDTIAAKQEKCKTFILRQLEVAGKEMSEEDVNDMLHQGKWEVFNESLLTEINITKAQLSEIEQRHKELVNLENQIKDLRDLFIQISLLVEEQGESINNIEMTVNSTKEYVNNTKEKFGLAVKYKKRNPCRVLCCWCCPCCSSK*. Result: 1 (the proteins interact). Protein 1 (ENSG00000136854) has sequence MAPIGLKAVVGEKIMHDVIKKVKKKGEWKVLVVDQLSMRMLSSCCKMTDIMTEGITIVEDINKRREPLPSLEAVYLITPSEKSVHSLISDFKDPPTAKYRAAHVFFTDSCPDALFNELVKSRAAKVIKTLTEINIAFLPYESQVYSLDSADSFQSFYSPHKAQMKNPILERLAEQIATLCATLKEYPAVRYRGEYKDNALLAQLIQDKLDAYKADDPTMGEGPDKARSQLLILDRGFDPSSPVLHELTFQAMSYDLLPIENDVYKYETSGIGEARVKEVLLDEDDDLWIALRHKHIAEVS.... (2) Protein 1 (ENSG00000037965) has sequence MSSYFVNPLFSKYKAGESLEPAYYDCRFPQSVGRSHALVYGPGGSAPGFQHASHHVQDFFHHGTSGISNSGYQQNPCSLSCHGDASKFYGYEALPRQSLYGAQQEASVVQYPDCKSSANTNSSEGQGHLNQNSSPSLMFPWMRPHAPGRRSGRQTYSRYQTLELEKEFLFNPYLTRKRRIEVSHALGLTERQVKIWFQNRRMKWKKENNKDKLPGARDEEKVEEEGNEEEEKEEEEKEENKD*. Protein 2 (ENSG00000169126) has sequence MGVALRKLTQWTAAGHGTGILEITPLNEAILKEIIVFVESFIYKHPQEAKFVFVEPLEWNTSLAPSAFESGYVVSETTVKSEEVDKNGQPLLFLSVPQIKIRSFGQLSRLLLIAKTGKLKEAQACVEANRDPIVKILGSDYNTMKENSIALNILGKITRDDDPESEIKMKIAMLLKQLDLHLLNHSLKHISLEISLSPMTVKKDIELLKRFSGKGNQTVLESIEYTSDYEFSNGCRAPPWRQIRGEICYVLVKPHDGETLCITCSAGGVFLNGGKTDDEGDVNYERKGSIYKNLVTFLRE.... Result: 0 (the proteins do not interact). (3) Protein 1 (ENSG00000164182) has sequence MGWSQDLFRALWRSLSREVKEHVGTDQFGNKYYYIPQYKNWRGQTIREKRIVEAANKKEVDYEAGDIPTEWEAWIRRTRKTPPTMEEILKNEKHREEIKIKSQDFYEKEKLLSKETSEELLPPPVQTQIKGHASAPYFGKEEPSVAPSSTGKTFQPGSWMPRDGKSHNQ*MGWSQDLFRALWRSLSREVKEHVGTDQFGNKYYYIPQYKNWRGEVAAWAAIAWSVIASLD*XFGNKYYYIPQYKNWRGQTIREKRIVEAANKKEVDYEAGDIPTEWEGNTKE*. Protein 2 (ENSG00000136048) has sequence MLCFLRGMAFVPFLLVTWSSAAFIISYVVAVLSGHVNPFLPYISDTGTTPPESGIFGFMINFSAFLGAATMYTRYKIVQKQNQTCYFSTPVFNLVSLVLGLVGCFGMGIVANFQELAVPVVHDGGALLAFVCGVVYTLLQSIISYKSCPQWNSLSTCHIRMVISAVSCAAVIPMIVCASLISITKLEWNPREKDYVYHVVSAICEWTVAFGFIFYFLTFIQDFQSVTLRISTEINGDI*XFLRGMAFVPFLLVTWSSAAFIISYVVAVLSGHVNPFLPYISYFLR*MLCFLRGMAFVPFL.... Result: 0 (the proteins do not interact). (4) Result: 0 (the proteins do not interact). Protein 1 (ENSG00000084463) has sequence MGRRSTSSTKSGKFMNPTDQARKEARKRELKKNKKQRMMVRAAVLKMKDPKQIIRDMEKLDEMEFNPVQQPQLNEKVLKDKRKKLRETFERILRLYEKENPDIYKELRKLEVEYEQKRAQLSQYFDAVKNAQHVEVESIPLPDMPHAPSNILIQDIPLPGAQPPSILKKTSAYGPPTRAVSILPLLGHGVPRLPPGRKPPGPPPGPPPPQVVQMYGRKVGFALDLPPRRRDEDMLYSPELAQRGHDDDVSSTSEDDGYPEDMDQDKHDDSTDDSDTDKSDGESDGDEFVHRDNGERDNNE.... Protein 2 (ENSG00000109686) has sequence MNIMNTEQSQNSIVSRIKVFEGQTNIETSGLPKKPEITPRSLPPKPTVSSGKPSVAPKPAANRASGEWDSGTENRLKVTSKEGLTPYPPLQEAGSIPVTKPELPKKPNPGLIRSVNPEIPGRGPLAESSDSGKKVPTPAPRPLLLKKSVSSENPTYPSAPLKPVTVPPRLAGASQAKAYKSLGEGPPANPPVPVLQSKPLVDIDLISFDDDVLPTPSGNLAEESVGSEMVLDPFQLPAKTEPIKERAVQPAPTRKPTVIRIPAKPGKCLHEDPQSPPPLPAEKPIGNTFSTVSGKLSNVE.... (5) Protein 1 (ENSG00000142230) has sequence MVEKEEAGGGISEEEAAQYDRQIRLWGLEAQKRLRASRVLLVGLKGLGAEIAKNLILAGVKGLTMLDHEQVTPEDPGAQFLIRTGSVGRNRAEASLERAQNLNPMVDVKVDTEDIEKKPESFFTQFDAVCLTCCSRDVIVKVDQICHKNSIKFFTGDVFGYHGYTFANLGEHEFVEEKTKVAKVSQGVEDGPDTKRAKLDSSETTMVKKKVVFCPVKEALEVDWSSEKAKAALKRTTSDYFLLQVLLKFRTDKGRDPSSDTYEEDSELLLQIRNDVLDSLGISPDLLPEDFVRYCFSEMA.... Protein 2 (ENSG00000214128) has sequence MQRLPAATRATLILSLAFASLHSACSAEASSSNSSSLTAHHPDPGTLEQCLRSGYLANLRGEADQLWKFCTVLCFWESRRSSSRIALMREAEEWPGWRSSVELVG*MQRLPAATRATLILSLAFASLHSACSAASSSNSSSLTAHHPDPGTLEQCLNVDFCPQAARCCRTGVDEYGWIAAAVGWSLWFLTLILLCVDKLMKLTPDEPKDLQA*MQRLPAATRATLILSLAFASLHSACSAEASSSNSSSLTAHHPDPGTLEQCLNVDFCPQAARCCRTGVDEYGWIAAAVGWSLWFLTLI.... Result: 0 (the proteins do not interact).